This data is from Retrosynthesis with 50K atom-mapped reactions and 10 reaction types from USPTO. The task is: Predict the reactants needed to synthesize the given product. (1) Given the product CCn1c(C(=O)N(C2CC2)C2CC2)cc2c3c(ncn3C)c(NC(N)=S)nc21, predict the reactants needed to synthesize it. The reactants are: CCn1c(C(=O)N(C2CC2)C2CC2)cc2c3c(ncn3C)c(NC(=S)NC(=O)c3ccccc3)nc21. (2) The reactants are: CCOC(=O)C1CCc2sc3ccccc3c2C1. Given the product O=C(O)C1CCc2sc3ccccc3c2C1, predict the reactants needed to synthesize it. (3) Given the product CCOC(=O)CNC1CCCC1, predict the reactants needed to synthesize it. The reactants are: CCOC(=O)CN.O=C1CCCC1. (4) The reactants are: COCCC(=O)Nc1cccc(CO)c1. Given the product COCCC(=O)Nc1cccc(C=O)c1, predict the reactants needed to synthesize it. (5) Given the product COc1ccc(C(C)C)cc1-c1ccc(C(F)(F)F)cc1[C@H]1OC(=O)N(Cc2cc(C(F)(F)F)cc(C(F)(F)F)c2)[C@@H]1C, predict the reactants needed to synthesize it. The reactants are: COc1ccc(C(C)C)cc1B(O)O.C[C@@H]1[C@@H](c2cc(C(F)(F)F)ccc2I)OC(=O)N1Cc1cc(C(F)(F)F)cc(C(F)(F)F)c1. (6) Given the product COc1ccc(OCC(F)(F)F)cc1Br, predict the reactants needed to synthesize it. The reactants are: CI.Oc1ccc(OCC(F)(F)F)cc1Br. (7) Given the product Nc1ncccc1C(=O)NCc1cccc(OCc2ccccc2)c1, predict the reactants needed to synthesize it. The reactants are: NCc1cccc(OCc2ccccc2)c1.Nc1ncccc1C(=O)O. (8) Given the product C=CC(=O)Nc1cccc(Oc2nc(Nc3ccc(N4CCN(C)CC4)cc3)ncc2OC)c1, predict the reactants needed to synthesize it. The reactants are: C=CC(=O)Cl.COc1cnc(Nc2ccc(N3CCN(C)CC3)cc2)nc1Oc1cccc(N)c1. (9) Given the product CC(C)(C)OC(=O)N[C@H]1CCC[C@@H](Oc2cccc(-c3nn(COCC[Si](C)(C)C)c4cnc(-c5cccnc5)cc34)n2)C1, predict the reactants needed to synthesize it. The reactants are: CC(C)(C)OC(=O)N[C@H]1CCC[C@@H](Oc2cccc(Br)n2)C1.C[Si](C)(C)CCOCn1nc([Sn](C)(C)C)c2cc(-c3cccnc3)ncc21.